This data is from Catalyst prediction with 721,799 reactions and 888 catalyst types from USPTO. The task is: Predict which catalyst facilitates the given reaction. Reactant: [CH:1]([N:4]1[C:8]([C:9]2[N:18]=[C:17]3[N:11]([CH2:12][CH2:13][O:14][C:15]4[CH:22]=[C:21]([O:23][C:24]5([C:27]([N:29]6[CH2:34][CH2:33][N:32]([CH3:35])[CH2:31][CH2:30]6)=O)[CH2:26][CH2:25]5)[CH:20]=[CH:19][C:16]=43)[CH:10]=2)=[N:7][C:6]([CH3:36])=[N:5]1)([CH3:3])[CH3:2].[H-].[H-].[H-].[H-].[Li+].[Al+3]. Product: [CH:1]([N:4]1[C:8]([C:9]2[N:18]=[C:17]3[C:16]4[CH:19]=[CH:20][C:21]([O:23][C:24]5([CH2:27][N:29]6[CH2:34][CH2:33][N:32]([CH3:35])[CH2:31][CH2:30]6)[CH2:25][CH2:26]5)=[CH:22][C:15]=4[O:14][CH2:13][CH2:12][N:11]3[CH:10]=2)=[N:7][C:6]([CH3:36])=[N:5]1)([CH3:3])[CH3:2]. The catalyst class is: 1.